Dataset: Acute oral toxicity (LD50) regression data from Zhu et al.. Task: Regression/Classification. Given a drug SMILES string, predict its toxicity properties. Task type varies by dataset: regression for continuous values (e.g., LD50, hERG inhibition percentage) or binary classification for toxic/non-toxic outcomes (e.g., AMES mutagenicity, cardiotoxicity, hepatotoxicity). Dataset: ld50_zhu. (1) The rat oral LD50 is 3.80, given as -log10 of the dose in mol/kg body weight (higher means more acutely toxic). The molecule is CC1(C)CN(c2ccccc2)NC1=O. (2) The drug is CC(=O)C=Cc1ccc(-c2ccccc2)cc1. The rat oral LD50 is 2.00, given as -log10 of the dose in mol/kg body weight (higher means more acutely toxic). (3) The drug is OCCNC1CCCCC1. The rat oral LD50 is 0.573, given as -log10 of the dose in mol/kg body weight (higher means more acutely toxic). (4) The drug is ClC(Cl)=C(c1ccc(Cl)cc1)c1ccc(Cl)cc1. The rat oral LD50 is 2.56, given as -log10 of the dose in mol/kg body weight (higher means more acutely toxic). (5) The compound is CNC(=O)ON=CC(C)(C)OC. The rat oral LD50 is 4.07, given as -log10 of the dose in mol/kg body weight (higher means more acutely toxic). (6) The compound is CCC(C)c1cc([N+](=O)[O-])cc([N+](=O)[O-])c1OC(C)=O. The rat oral LD50 is 3.67, given as -log10 of the dose in mol/kg body weight (higher means more acutely toxic). (7) The molecule is CCN1CCNCC1. The rat oral LD50 is 1.72, given as -log10 of the dose in mol/kg body weight (higher means more acutely toxic). (8) The molecule is CCCCCCCCCCCCCCCCCCO. The rat oral LD50 is 1.13, given as -log10 of the dose in mol/kg body weight (higher means more acutely toxic).